Dataset: Catalyst prediction with 721,799 reactions and 888 catalyst types from USPTO. Task: Predict which catalyst facilitates the given reaction. (1) Reactant: [N-]=[N+]=[N-].[Na+].[N:5]([C@@H:8]1[CH2:13][O:12][C@H:11]([CH:14]([C:21]2[CH:26]=[CH:25][CH:24]=[CH:23][CH:22]=2)[C:15]2[CH:20]=[CH:19][CH:18]=[CH:17][CH:16]=2)[CH2:10][C@H:9]1[OH:27])=[N+:6]=[N-:7]. Product: [N:5]([C@H:8]1[CH2:13][O:12][C@@H:11]([CH:14]([C:15]2[CH:20]=[CH:19][CH:18]=[CH:17][CH:16]=2)[C:21]2[CH:26]=[CH:25][CH:24]=[CH:23][CH:22]=2)[CH2:10][C@@H:9]1[OH:27])=[N+:6]=[N-:7]. The catalyst class is: 5. (2) Product: [CH2:3]([O:10][C@@H:11]([CH2:16][C:17]1[CH:22]=[CH:21][C:20]([C:23]2[CH:28]=[CH:27][CH:26]=[C:25]([N:29]([CH3:40])[C:30]([NH:32][CH2:33][CH2:34][CH2:35][CH2:36][CH2:37][CH2:38][CH3:39])=[O:31])[CH:24]=2)=[CH:19][CH:18]=1)[C:12]([OH:14])=[O:13])[C:4]1[CH:9]=[CH:8][CH:7]=[CH:6][CH:5]=1. The catalyst class is: 15. Reactant: [OH-].[Na+].[CH2:3]([O:10][C@@H:11]([CH2:16][C:17]1[CH:22]=[CH:21][C:20]([C:23]2[CH:28]=[CH:27][CH:26]=[C:25]([N:29]([CH3:40])[C:30]([NH:32][CH2:33][CH2:34][CH2:35][CH2:36][CH2:37][CH2:38][CH3:39])=[O:31])[CH:24]=2)=[CH:19][CH:18]=1)[C:12]([O:14]C)=[O:13])[C:4]1[CH:9]=[CH:8][CH:7]=[CH:6][CH:5]=1.O1CCCC1.CO.O. (3) Reactant: C[C:2]1([CH3:10])[O:9][C:7](=[O:8])[CH2:6][C:4](=[O:5])O1.[F:11][C:12]([F:20])([F:19])[CH2:13][CH2:14]CC(O)=O.C1CCC(N=C=NC2CCCCC2)CC1. Product: [F:11][C:12]([F:20])([F:19])[CH2:13][CH2:14][C:4](=[O:5])[CH2:6][C:7]([O:9][CH2:2][CH3:10])=[O:8]. The catalyst class is: 64. (4) Reactant: [CH2:1]([OH:7])[CH2:2][CH2:3][CH:4]([OH:6])[CH3:5].N1C=CN=C1.[C:13]([Si:17]([CH3:21])([CH3:20])OCl)([CH3:16])([CH3:15])[CH3:14]. Product: [C:13]([Si:17]([CH3:21])([CH3:20])[O:7][CH2:1][CH2:2][CH2:3][CH:4]([OH:6])[CH3:5])([CH3:16])([CH3:15])[CH3:14]. The catalyst class is: 9. (5) Reactant: [N:1]1([CH:6]2[CH2:10][CH2:9][C:8](=O)[CH2:7]2)[CH:5]=[CH:4][N:3]=[CH:2]1.Cl.[NH2:13][OH:14]. Product: [N:1]1([CH:6]2[CH2:10][CH2:9][C:8](=[N:13][OH:14])[CH2:7]2)[CH:5]=[CH:4][N:3]=[CH:2]1. The catalyst class is: 17. (6) Reactant: [H-].[Na+].[CH:3]1([C:6]([C:8]2[C:16]3[C:11](=[N:12][CH:13]=[CH:14][CH:15]=3)[NH:10][N:9]=2)=[O:7])[CH2:5][CH2:4]1.[S:17](Cl)([C:20]1[CH:26]=[CH:25][C:23]([CH3:24])=[CH:22][CH:21]=1)(=[O:19])=[O:18]. Product: [CH:3]1([C:6]([C:8]2[C:16]3[C:11](=[N:12][CH:13]=[CH:14][CH:15]=3)[N:10]([S:17]([C:20]3[CH:26]=[CH:25][C:23]([CH3:24])=[CH:22][CH:21]=3)(=[O:19])=[O:18])[N:9]=2)=[O:7])[CH2:4][CH2:5]1. The catalyst class is: 3. (7) Reactant: [NH2:1][C:2]1[C:10]2[C:5](=[CH:6][CH:7]=[C:8]([NH2:11])[CH:9]=2)[N:4]([C:12]([O:14][C:15]([CH3:18])([CH3:17])[CH3:16])=[O:13])[N:3]=1.[N:19]([CH2:22][CH2:23][C:24]1[CH:29]=[CH:28][CH:27]=[C:26]([O:30][CH3:31])[CH:25]=1)=[C:20]=[O:21]. Product: [C:15]([O:14][C:12]([N:4]1[C:5]2[C:10](=[CH:9][C:8]([NH:11][C:20]([NH:19][CH2:22][CH2:23][C:24]3[CH:29]=[CH:28][CH:27]=[C:26]([O:30][CH3:31])[CH:25]=3)=[O:21])=[CH:7][CH:6]=2)[C:2]([NH2:1])=[N:3]1)=[O:13])([CH3:18])([CH3:17])[CH3:16]. The catalyst class is: 4. (8) Reactant: [CH3:1][C:2]1([CH3:20])[N:5]([CH2:6][CH2:7][OH:8])[N:4]([CH:9]2[CH:16]3[CH2:17][CH:12]4[CH2:13][CH:14]([CH2:18][CH:10]2[CH2:11]4)[CH2:15]3)[C:3]1=[O:19].[H-].[Na+].Cl[C:24]1[N:29]=[CH:28][C:27]([C:30]#[N:31])=[CH:26][CH:25]=1.O. Product: [CH3:1][C:2]1([CH3:20])[N:5]([CH2:6][CH2:7][O:8][C:24]2[N:29]=[CH:28][C:27]([C:30]#[N:31])=[CH:26][CH:25]=2)[N:4]([CH:9]2[CH:10]3[CH2:11][CH:12]4[CH2:13][CH:14]([CH2:15][CH:16]2[CH2:17]4)[CH2:18]3)[C:3]1=[O:19]. The catalyst class is: 213.